From a dataset of Forward reaction prediction with 1.9M reactions from USPTO patents (1976-2016). Predict the product of the given reaction. The product is: [C:16]([O:15][C:13]([NH:1][CH:2]1[CH2:7][CH2:6][CH:5]([C:8]([OH:10])=[O:9])[CH2:4][CH2:3]1)=[O:14])([CH3:19])([CH3:18])[CH3:17]. Given the reactants [NH2:1][C@@H:2]1[CH2:7][CH2:6][C@H:5]([C:8]([OH:10])=[O:9])[CH2:4][CH2:3]1.[OH-].[K+].[C:13](O[C:13]([O:15][C:16]([CH3:19])([CH3:18])[CH3:17])=[O:14])([O:15][C:16]([CH3:19])([CH3:18])[CH3:17])=[O:14], predict the reaction product.